Dataset: Forward reaction prediction with 1.9M reactions from USPTO patents (1976-2016). Task: Predict the product of the given reaction. (1) Given the reactants [NH2:1][C@H:2]1[CH2:6][C@@H:5]([N:7]2[CH:15]=[N:14][C:13]3[C:8]2=[N:9][C:10]([N:31]2[CH2:35][CH2:34][C@@H:33]([NH:36][C:37]([NH:39][C:40]4[CH:41]=[N:42][CH:43]=[CH:44][CH:45]=4)=[O:38])[CH2:32]2)=[N:11][C:12]=3[NH:16][CH2:17][CH:18]([C:25]2[CH:30]=[CH:29][CH:28]=[CH:27][CH:26]=2)[C:19]2[CH:24]=[CH:23][CH:22]=[CH:21][CH:20]=2)[C@H:4]([OH:46])[C@@H:3]1[OH:47].O=C1CCC(=O)N1[O:55][C:56](=O)[CH2:57][NH:58]C(OC(C)(C)C)=O.[ClH:67], predict the reaction product. The product is: [ClH:67].[ClH:67].[NH2:58][CH2:57][C:56]([NH:1][C@H:2]1[CH2:6][C@@H:5]([N:7]2[CH:15]=[N:14][C:13]3[C:8]2=[N:9][C:10]([N:31]2[CH2:35][CH2:34][C@@H:33]([NH:36][C:37]([NH:39][C:40]4[CH:41]=[N:42][CH:43]=[CH:44][CH:45]=4)=[O:38])[CH2:32]2)=[N:11][C:12]=3[NH:16][CH2:17][CH:18]([C:19]2[CH:24]=[CH:23][CH:22]=[CH:21][CH:20]=2)[C:25]2[CH:26]=[CH:27][CH:28]=[CH:29][CH:30]=2)[C@H:4]([OH:46])[C@@H:3]1[OH:47])=[O:55]. (2) Given the reactants O1CCOCC1.Br[C:8]1[CH:9]=[CH:10][C:11]2[N:12]([C:14]([C:18]3[N:23]=[C:22]([CH3:24])[N:21]=[C:20]([NH2:25])[N:19]=3)=[C:15]([Cl:17])[N:16]=2)[CH:13]=1.[F:26][C:27]1[CH:32]=[CH:31][CH:30]=[CH:29][C:28]=1B(O)O.C(O)(O)=O, predict the reaction product. The product is: [Cl:17][C:15]1[N:16]=[C:11]2[CH:10]=[CH:9][C:8]([C:28]3[CH:29]=[CH:30][CH:31]=[CH:32][C:27]=3[F:26])=[CH:13][N:12]2[C:14]=1[C:18]1[N:23]=[C:22]([CH3:24])[N:21]=[C:20]([NH2:25])[N:19]=1. (3) Given the reactants [CH2:1]([N:5]([CH2:47][CH2:48][CH2:49][CH3:50])[C:6]([C:8]1[N:9]=[C:10]([C:19]2[CH:34]=[CH:33][C:22]([C:23]([O:25]CC3C=CC=CC=3)=[O:24])=[CH:21][C:20]=2[C:35]([N:37]2[CH2:46][CH2:45][C:44]3[C:39](=[CH:40][CH:41]=[CH:42][CH:43]=3)[CH2:38]2)=[O:36])[N:11]([CH2:13][C:14]([O:16][CH2:17][CH3:18])=[O:15])[CH:12]=1)=[O:7])[CH2:2][CH2:3][CH3:4], predict the reaction product. The product is: [CH2:47]([N:5]([CH2:1][CH2:2][CH2:3][CH3:4])[C:6]([C:8]1[N:9]=[C:10]([C:19]2[CH:34]=[CH:33][C:22]([C:23]([OH:25])=[O:24])=[CH:21][C:20]=2[C:35]([N:37]2[CH2:46][CH2:45][C:44]3[C:39](=[CH:40][CH:41]=[CH:42][CH:43]=3)[CH2:38]2)=[O:36])[N:11]([CH2:13][C:14]([O:16][CH2:17][CH3:18])=[O:15])[CH:12]=1)=[O:7])[CH2:48][CH2:49][CH3:50]. (4) Given the reactants [C:1]([O:6][CH2:7][CH:8]1[O:10][CH2:9]1)(=[O:5])[C:2]([CH3:4])=[CH2:3].[C:11]([O:16][CH:17]([O:19][CH2:20][CH3:21])[CH3:18])(=[O:15])[C:12]([CH3:14])=[CH2:13].[C:22]([O:27][CH2:28][CH2:29][OH:30])(=[O:26])[C:23]([CH3:25])=[CH2:24].N(C(C)(CC)C([O-])=O)=NC(C)(CC)C([O-])=O, predict the reaction product. The product is: [C:1]([O:6][CH2:7][CH:8]1[O:10][CH2:9]1)(=[O:5])[C:2]([CH3:4])=[CH2:3].[C:11]([O:16][CH:17]([O:19][CH2:20][CH3:21])[CH3:18])(=[O:15])[C:12]([CH3:14])=[CH2:13].[C:22]([O:27][CH2:28][CH2:29][OH:30])(=[O:26])[C:23]([CH3:25])=[CH2:24]. (5) Given the reactants C[O:2][C:3](=O)[CH2:4][C:5]1[CH:42]=[CH:41][C:40]([C:43]([F:46])([F:45])[F:44])=[CH:39][C:6]=1[CH2:7][CH2:8][C:9]1[C:14]([C:15]([F:18])([F:17])[F:16])=[CH:13][N:12]=[C:11]([NH:19][C:20]2[CH:25]=[CH:24][C:23]([CH:26]3[CH2:31][CH2:30][N:29]([C:32]([O:34][C:35]([CH3:38])([CH3:37])[CH3:36])=O)[CH2:28][CH2:27]3)=[CH:22][CH:21]=2)N=1.O[Li].[OH2:50].C1C=CC2N(O)N=NC=2C=1.CCN=C=NCCCN(C)C.Cl.Cl.CCN(C(C)C)C(C)C.C(=O)([O-])[O-].[NH4+:87].[NH4+:88], predict the reaction product. The product is: [NH2:87][C:3](=[O:2])[CH2:4][C:5]1[CH:42]=[CH:41][C:40]([C:43]([F:44])([F:45])[F:46])=[CH:39][C:6]=1[CH2:7][CH2:8][C:9]1[C:14]([C:15]([F:18])([F:17])[F:16])=[CH:13][N:12]=[C:11]([NH:19][C:20]2[CH:25]=[CH:24][C:23]([CH:26]3[CH2:31][CH2:30][N:29]([C:32]([O:34][C:35]([CH3:38])([CH3:37])[CH3:36])=[O:50])[CH2:28][CH2:27]3)=[CH:22][CH:21]=2)[N:88]=1.